Dataset: Full USPTO retrosynthesis dataset with 1.9M reactions from patents (1976-2016). Task: Predict the reactants needed to synthesize the given product. (1) Given the product [OH:40][CH2:39][C:38]([NH:37][S:34]([C:30]1[CH:29]=[C:28]([NH:27][C:12]([C:11]2[CH:10]=[N:9][N:8]3[C:3]([C:2]([F:25])([F:26])[F:1])=[CH:4][C:5]([C:15]4[CH:16]=[CH:17][C:18]([C:21]([F:22])([F:24])[F:23])=[CH:19][CH:20]=4)=[N:6][C:7]=23)=[O:13])[CH:33]=[CH:32][CH:31]=1)(=[O:36])=[O:35])([CH2:42][OH:43])[CH3:41], predict the reactants needed to synthesize it. The reactants are: [F:1][C:2]([F:26])([F:25])[C:3]1[N:8]2[N:9]=[CH:10][C:11]([C:12](O)=[O:13])=[C:7]2[N:6]=[C:5]([C:15]2[CH:20]=[CH:19][C:18]([C:21]([F:24])([F:23])[F:22])=[CH:17][CH:16]=2)[CH:4]=1.[NH2:27][C:28]1[CH:29]=[C:30]([S:34]([NH:37][C:38]([CH2:42][OH:43])([CH3:41])[CH2:39][OH:40])(=[O:36])=[O:35])[CH:31]=[CH:32][CH:33]=1. (2) The reactants are: CCN(C(C)C)C(C)C.Cl[C:11]1[N:16]=[C:15]([N:17]2[CH2:21][CH2:20][CH2:19][CH2:18]2)[C:14]([C:22]([NH:24][CH:25]2[CH:32]3[CH2:33][CH:28]4[CH2:29][C:30]([OH:35])([CH2:34][CH:26]2[CH2:27]4)[CH2:31]3)=[O:23])=[CH:13][N:12]=1.CC1C=CC(S(O)(=O)=O)=CC=1.[O:47]1[CH2:51][CH2:50][C@@H:49]([NH2:52])[CH2:48]1. Given the product [OH:35][C:30]12[CH2:34][CH:26]3[CH2:27][CH:28]([CH2:33][CH:32]([CH:25]3[NH:24][C:22]([C:14]3[C:15]([N:17]4[CH2:18][CH2:19][CH2:20][CH2:21]4)=[N:16][C:11]([NH:52][C@@H:49]4[CH2:50][CH2:51][O:47][CH2:48]4)=[N:12][CH:13]=3)=[O:23])[CH2:31]1)[CH2:29]2, predict the reactants needed to synthesize it. (3) Given the product [OH:19][C:3]1[CH:4]=[CH:5][C:6]([C:7]2[C:16](=[O:17])[C:15]3[C:10](=[CH:11][C:12]([O:18][CH2:26][C:25]#[CH:24])=[CH:13][CH:14]=3)[O:9][CH:8]=2)=[CH:1][CH:2]=1, predict the reactants needed to synthesize it. The reactants are: [CH:1]1[C:6]([C:7]2[C:16](=[O:17])[C:15]3[CH:14]=[CH:13][C:12]([OH:18])=[CH:11][C:10]=3[O:9][CH:8]=2)=[CH:5][CH:4]=[C:3]([OH:19])[CH:2]=1.[H-].[Na+].[H][H].[CH2:24](Br)[C:25]#[CH:26]. (4) Given the product [C:19]([C:20]1[C:8]([C:9]([F:12])([F:11])[F:10])=[CH:7][CH:6]=[CH:5][N:4]=1)(=[O:18])[CH3:13], predict the reactants needed to synthesize it. The reactants are: C(C1[C:8]([C:9]([F:12])([F:11])[F:10])=[CH:7][CH:6]=[CH:5][N:4]=1)#N.[CH3:13][Mg]I.C([O:18][CH2:19][CH3:20])C.Cl. (5) The reactants are: [NH:1]1[CH:5]=[C:4]([C:6]([NH:8][CH2:9][C:10]2[C:11]([CH3:25])=[CH:12][C:13]([NH:17][C:18](=[O:24])[O:19][C:20]([CH3:23])([CH3:22])[CH3:21])=[N:14][C:15]=2[CH3:16])=[O:7])[CH:3]=[N:2]1.Br[CH2:27][C:28]1[CH:37]=[CH:36][C:35]2[C:30](=[CH:31][C:32]([Cl:38])=[CH:33][CH:34]=2)[N:29]=1.C([O-])([O-])=O.[K+].[K+]. Given the product [Cl:38][C:32]1[CH:31]=[C:30]2[C:35]([CH:36]=[CH:37][C:28]([CH2:27][N:1]3[CH:5]=[C:4]([C:6]([NH:8][CH2:9][C:10]4[C:11]([CH3:25])=[CH:12][C:13]([NH:17][C:18](=[O:24])[O:19][C:20]([CH3:21])([CH3:22])[CH3:23])=[N:14][C:15]=4[CH3:16])=[O:7])[CH:3]=[N:2]3)=[N:29]2)=[CH:34][CH:33]=1, predict the reactants needed to synthesize it. (6) Given the product [CH:13]([C:10]1[CH:11]=[CH:12][C:7]([N:6]2[C:4](=[O:5])[C:3]3[C:2](=[CH:20][CH:19]=[CH:18][CH:17]=3)[N:1]=[C:27]2[C:25]2[CH:26]=[N:21][CH:22]=[N:23][CH:24]=2)=[CH:8][CH:9]=1)([CH2:15][CH3:16])[CH3:14], predict the reactants needed to synthesize it. The reactants are: [NH2:1][C:2]1[CH:20]=[CH:19][CH:18]=[CH:17][C:3]=1[C:4]([NH:6][C:7]1[CH:12]=[CH:11][C:10]([CH:13]([CH2:15][CH3:16])[CH3:14])=[CH:9][CH:8]=1)=[O:5].[N:21]1[CH:26]=[C:25]([CH:27]=O)[CH:24]=[N:23][CH:22]=1.OS([O-])=O.[Na+].CC1C=CC(S(O)(=O)=O)=CC=1. (7) Given the product [ClH:30].[F:12][C:9]([F:10])([F:11])[C:7]1[CH:6]=[C:5]([C:13]([CH3:31])([CH3:32])[C:14]([N:16]([C:18]2[CH:19]=[N:20][CH:21]=[CH:22][C:23]=2[C:24]2[CH:29]=[CH:28][CH:27]=[CH:26][C:25]=2[Cl:30])[CH3:17])=[O:15])[CH:4]=[C:3]([C:2]([F:34])([F:1])[F:33])[CH:8]=1, predict the reactants needed to synthesize it. The reactants are: [F:1][C:2]([F:34])([F:33])[C:3]1[CH:4]=[C:5]([C:13]([CH3:32])([CH3:31])[C:14]([N:16]([C:18]2[CH:19]=[N:20][CH:21]=[CH:22][C:23]=2[C:24]2[CH:29]=[CH:28][CH:27]=[CH:26][C:25]=2[Cl:30])[CH3:17])=[O:15])[CH:6]=[C:7]([C:9]([F:12])([F:11])[F:10])[CH:8]=1. (8) The reactants are: C([O:8][C:9]1[CH:10]=[N:11][N:12]([CH2:14][CH2:15][OH:16])[CH:13]=1)C1C=CC=CC=1.[H][H]. Given the product [OH:16][CH2:15][CH2:14][N:12]1[CH:13]=[C:9]([OH:8])[CH:10]=[N:11]1, predict the reactants needed to synthesize it. (9) Given the product [CH3:2][C:3]1[O:7][C:6]([C:8]2[CH:9]=[C:10]([CH3:14])[CH:11]=[CH:12][CH:13]=2)=[N:5][C:4]=1[CH2:15][O:16][C@H:17]1[CH2:22][CH2:21][CH2:20][C@@H:19]([O:23][CH2:24][C:25]2[CH:30]=[CH:29][CH:28]=[CH:27][C:26]=2[B:31]([OH:32])[OH:35])[CH2:18]1, predict the reactants needed to synthesize it. The reactants are: Cl.[CH3:2][C:3]1[O:7][C:6]([C:8]2[CH:9]=[C:10]([CH3:14])[CH:11]=[CH:12][CH:13]=2)=[N:5][C:4]=1[CH2:15][O:16][C@H:17]1[CH2:22][CH2:21][CH2:20][C@@H:19]([O:23][CH2:24][C:25]2[CH:30]=[CH:29][CH:28]=[CH:27][C:26]=2[B:31]2[O:35]C(C)(C)C(C)(C)[O:32]2)[CH2:18]1. (10) The reactants are: [NH2:1][C:2]1[CH:10]=[CH:9][C:5]([C:6](O)=[O:7])=[CH:4][C:3]=1[CH3:11].Cl.[CH2:13]([N:15]=C=NCCCN(C)C)C.Cl.CN.C(=O)([O-])O.[Na+]. Given the product [NH2:1][C:2]1[CH:10]=[CH:9][C:5]([C:6]([NH:15][CH3:13])=[O:7])=[CH:4][C:3]=1[CH3:11], predict the reactants needed to synthesize it.